This data is from NCI-60 drug combinations with 297,098 pairs across 59 cell lines. The task is: Regression. Given two drug SMILES strings and cell line genomic features, predict the synergy score measuring deviation from expected non-interaction effect. (1) Drug 1: C1=CC(=CC=C1C#N)C(C2=CC=C(C=C2)C#N)N3C=NC=N3. Drug 2: C1=CC=C(C=C1)NC(=O)CCCCCCC(=O)NO. Cell line: NCI-H460. Synergy scores: CSS=4.20, Synergy_ZIP=-0.730, Synergy_Bliss=0.403, Synergy_Loewe=-11.8, Synergy_HSA=-7.10. (2) Drug 1: C1=CC(=CC=C1CCCC(=O)O)N(CCCl)CCCl. Drug 2: CC1CCCC2(C(O2)CC(NC(=O)CC(C(C(=O)C(C1O)C)(C)C)O)C(=CC3=CSC(=N3)C)C)C. Cell line: MCF7. Synergy scores: CSS=29.4, Synergy_ZIP=-3.70, Synergy_Bliss=-1.19, Synergy_Loewe=-0.0110, Synergy_HSA=0.282. (3) Drug 1: CCC1=CC2CC(C3=C(CN(C2)C1)C4=CC=CC=C4N3)(C5=C(C=C6C(=C5)C78CCN9C7C(C=CC9)(C(C(C8N6C)(C(=O)OC)O)OC(=O)C)CC)OC)C(=O)OC.C(C(C(=O)O)O)(C(=O)O)O. Drug 2: CN(CC1=CN=C2C(=N1)C(=NC(=N2)N)N)C3=CC=C(C=C3)C(=O)NC(CCC(=O)O)C(=O)O. Cell line: SK-MEL-28. Synergy scores: CSS=28.2, Synergy_ZIP=4.16, Synergy_Bliss=5.59, Synergy_Loewe=-1.58, Synergy_HSA=4.29. (4) Drug 1: C1=CN(C(=O)N=C1N)C2C(C(C(O2)CO)O)O.Cl. Drug 2: C1CC(C1)(C(=O)O)C(=O)O.[NH2-].[NH2-].[Pt+2]. Cell line: ACHN. Synergy scores: CSS=70.6, Synergy_ZIP=-4.68, Synergy_Bliss=-5.88, Synergy_Loewe=-2.50, Synergy_HSA=-0.530. (5) Drug 1: C1=CC(=C2C(=C1NCCNCCO)C(=O)C3=C(C=CC(=C3C2=O)O)O)NCCNCCO. Cell line: UO-31. Synergy scores: CSS=26.2, Synergy_ZIP=-7.59, Synergy_Bliss=1.11, Synergy_Loewe=-53.8, Synergy_HSA=2.41. Drug 2: COC1=NC(=NC2=C1N=CN2C3C(C(C(O3)CO)O)O)N. (6) Drug 2: C(CCl)NC(=O)N(CCCl)N=O. Synergy scores: CSS=9.60, Synergy_ZIP=-4.49, Synergy_Bliss=-3.72, Synergy_Loewe=-0.730, Synergy_HSA=-0.747. Cell line: PC-3. Drug 1: C1=CC=C(C(=C1)C(C2=CC=C(C=C2)Cl)C(Cl)Cl)Cl. (7) Drug 1: C1CNP(=O)(OC1)N(CCCl)CCCl. Drug 2: CC(C)CN1C=NC2=C1C3=CC=CC=C3N=C2N. Cell line: PC-3. Synergy scores: CSS=1.77, Synergy_ZIP=-3.85, Synergy_Bliss=-3.02, Synergy_Loewe=-4.43, Synergy_HSA=-4.42. (8) Drug 1: CN1C(=O)N2C=NC(=C2N=N1)C(=O)N. Drug 2: CS(=O)(=O)OCCCCOS(=O)(=O)C. Cell line: CCRF-CEM. Synergy scores: CSS=13.8, Synergy_ZIP=-3.80, Synergy_Bliss=4.24, Synergy_Loewe=-14.1, Synergy_HSA=-3.70. (9) Drug 1: CC12CCC(CC1=CCC3C2CCC4(C3CC=C4C5=CN=CC=C5)C)O. Drug 2: CCCS(=O)(=O)NC1=C(C(=C(C=C1)F)C(=O)C2=CNC3=C2C=C(C=N3)C4=CC=C(C=C4)Cl)F. Cell line: HCC-2998. Synergy scores: CSS=-10.3, Synergy_ZIP=3.56, Synergy_Bliss=-1.38, Synergy_Loewe=-15.3, Synergy_HSA=-10.9.